Dataset: Forward reaction prediction with 1.9M reactions from USPTO patents (1976-2016). Task: Predict the product of the given reaction. (1) Given the reactants [Cl:1][C:2]1[C:3]([O:26][CH2:27][CH2:28][CH2:29][O:30][CH3:31])=[CH:4][C:5]2[CH2:14][CH:13]([C:15]3([CH3:18])[CH2:17][CH2:16]3)[N:12]3[C:7](=[CH:8][C:9](=[O:24])[C:10]([C:19]([O:21]CC)=[O:20])=[CH:11]3)[C:6]=2[CH:25]=1.O[Li].O.Cl, predict the reaction product. The product is: [Cl:1][C:2]1[C:3]([O:26][CH2:27][CH2:28][CH2:29][O:30][CH3:31])=[CH:4][C:5]2[CH2:14][CH:13]([C:15]3([CH3:18])[CH2:17][CH2:16]3)[N:12]3[C:7](=[CH:8][C:9](=[O:24])[C:10]([C:19]([OH:21])=[O:20])=[CH:11]3)[C:6]=2[CH:25]=1. (2) Given the reactants S1(CCCC1)(=O)=O.[NH2:8][C:9]1[N:14]=[C:13]([NH2:15])[C:12]([O:16][C:17]2[C:18]([CH:29]([CH3:31])[CH3:30])=[CH:19][C:20]([O:27][CH3:28])=[C:21]([S:23]([NH2:26])(=[O:25])=[O:24])[CH:22]=2)=[CH:11][N:10]=1.[ClH:32], predict the reaction product. The product is: [ClH:32].[NH2:8][C:9]1[N:14]=[C:13]([NH2:15])[C:12]([O:16][C:17]2[C:18]([CH:29]([CH3:31])[CH3:30])=[CH:19][C:20]([O:27][CH3:28])=[C:21]([S:23]([NH2:26])(=[O:24])=[O:25])[CH:22]=2)=[CH:11][N:10]=1. (3) The product is: [CH3:25][O:1][C:2]1([C:16]2[CH:21]=[CH:20][C:19]([S:22][CH3:23])=[CH:18][CH:17]=2)[CH2:7][CH2:6][C:5]([C:10]2[CH:15]=[CH:14][CH:13]=[CH:12][CH:11]=2)([C:8]#[N:9])[CH2:4][CH2:3]1. Given the reactants [OH:1][C:2]1([C:16]2[CH:21]=[CH:20][C:19]([S:22][CH3:23])=[CH:18][CH:17]=2)[CH2:7][CH2:6][C:5]([C:10]2[CH:15]=[CH:14][CH:13]=[CH:12][CH:11]=2)([C:8]#[N:9])[CH2:4][CH2:3]1.I[CH3:25], predict the reaction product. (4) Given the reactants [C:1]1([CH2:7][C:8]([OH:10])=O)[CH:6]=[CH:5][CH:4]=[CH:3][CH:2]=1.C(N1C=CN=C1)(N1C=CN=C1)=O.[C:23]1([C:29](=[N:31]O)[NH2:30])[CH:28]=[CH:27][CH:26]=[CH:25][CH:24]=1.O, predict the reaction product. The product is: [CH2:7]([C:8]1[O:10][N:31]=[C:29]([C:23]2[CH:28]=[CH:27][CH:26]=[CH:25][CH:24]=2)[N:30]=1)[C:1]1[CH:2]=[CH:3][CH:4]=[CH:5][CH:6]=1. (5) Given the reactants C[O:2][C:3](=[O:34])[CH2:4][O:5][C:6]1[CH:15]=[CH:14][C:13]([Cl:16])=[C:12]2[C:7]=1[C:8]([CH3:33])=[C:9]([CH2:21][C:22]1[CH:27]=[CH:26][C:25]([N:28]3[CH:32]=[CH:31][CH:30]=[N:29]3)=[CH:24][CH:23]=1)[C:10]([O:17][CH:18]([F:20])[F:19])=[N:11]2.[OH-].[Na+].C(O)(=O)C, predict the reaction product. The product is: [Cl:16][C:13]1[CH:14]=[CH:15][C:6]([O:5][CH2:4][C:3]([OH:34])=[O:2])=[C:7]2[C:12]=1[N:11]=[C:10]([O:17][CH:18]([F:19])[F:20])[C:9]([CH2:21][C:22]1[CH:23]=[CH:24][C:25]([N:28]3[CH:32]=[CH:31][CH:30]=[N:29]3)=[CH:26][CH:27]=1)=[C:8]2[CH3:33]. (6) Given the reactants C(OC(=O)[NH:7][C@H:8]([C:10]1[N:14]([C:15]2[CH:20]=[CH:19][CH:18]=[CH:17][CH:16]=2)[C:13]2[C:21]([F:25])=[CH:22][CH:23]=[CH:24][C:12]=2[N:11]=1)[CH3:9])(C)(C)C.C(O)(C(F)(F)F)=O, predict the reaction product. The product is: [F:25][C:21]1[C:13]2[N:14]([C:15]3[CH:16]=[CH:17][CH:18]=[CH:19][CH:20]=3)[C:10]([C@@H:8]([NH2:7])[CH3:9])=[N:11][C:12]=2[CH:24]=[CH:23][CH:22]=1. (7) Given the reactants [C:1]([CH:4]([CH:6]([C:8]([O-:10])=[O:9])[OH:7])[OH:5])([O-:3])=[O:2].C(O)(=O)C(C(C(O)=O)O)O, predict the reaction product. The product is: [C:8]([OH:10])(=[O:9])[C@H:6]([C@@H:4]([C:1]([OH:3])=[O:2])[OH:5])[OH:7]. (8) Given the reactants C(N(CC)C(C)C)(C)C.[N:10]1([C:16]([O:18][C:19]([CH3:22])([CH3:21])[CH3:20])=[O:17])[CH2:15][CH2:14][NH:13][CH2:12][CH2:11]1.[Br:23][C:24]1[CH:32]=[CH:31][C:27]([C:28](Cl)=[O:29])=[CH:26][CH:25]=1.O, predict the reaction product. The product is: [Br:23][C:24]1[CH:32]=[CH:31][C:27]([C:28]([N:13]2[CH2:14][CH2:15][N:10]([C:16]([O:18][C:19]([CH3:22])([CH3:21])[CH3:20])=[O:17])[CH2:11][CH2:12]2)=[O:29])=[CH:26][CH:25]=1.